Task: Predict the reactants needed to synthesize the given product.. Dataset: Full USPTO retrosynthesis dataset with 1.9M reactions from patents (1976-2016) Given the product [O:1]=[S:2]1(=[O:34])[C:6]2[CH:7]=[CH:8][C:9]([CH2:11][NH:12][C:13]([C:15]3[C:16](=[O:33])[N:17]([C:23]4[CH:28]=[CH:27][CH:26]=[C:25]([C:29]([F:32])([F:31])[F:30])[CH:24]=4)[C:18]([CH3:22])=[C:19]([C:57]([N:55]([CH3:56])[CH3:54])=[O:59])[CH:20]=3)=[O:14])=[CH:10][C:5]=2[CH2:4][CH2:3]1, predict the reactants needed to synthesize it. The reactants are: [O:1]=[S:2]1(=[O:34])[C:6]2[CH:7]=[CH:8][C:9]([CH2:11][NH:12][C:13]([C:15]3[C:16](=[O:33])[N:17]([C:23]4[CH:28]=[CH:27][CH:26]=[C:25]([C:29]([F:32])([F:31])[F:30])[CH:24]=4)[C:18]([CH3:22])=[C:19](I)[CH:20]=3)=[O:14])=[CH:10][C:5]=2[CH2:4][CH2:3]1.C1(P(C2C=CC=CC=2)C2C=CC=CC=2)C=CC=CC=1.[CH3:54][NH:55][CH3:56].[CH2:57]([OH:59])C.